From a dataset of Full USPTO retrosynthesis dataset with 1.9M reactions from patents (1976-2016). Predict the reactants needed to synthesize the given product. (1) Given the product [CH2:1]([NH:3][C:4]([NH:5][C:10]1[S:11][C:12]2[C:18]([C:19]3[CH:24]=[C:23]([CH2:25][N:26]4[CH2:27][C:28]([OH:31])([CH3:30])[CH2:29]4)[CH:22]=[CH:21][N:20]=3)=[CH:17][C:16]([C:32]3[CH:33]=[N:34][C:35]([C:38]([OH:41])([CH3:40])[CH3:39])=[N:36][CH:37]=3)=[CH:15][C:13]=2[N:14]=1)=[O:42])[CH3:2], predict the reactants needed to synthesize it. The reactants are: [CH2:1]([N:3]1CN(C)C[N:5]([C:10]2[S:11][C:12]3[C:18]([C:19]4[CH:24]=[C:23]([CH2:25][N:26]5[CH2:29][C:28]([OH:31])([CH3:30])[CH2:27]5)[CH:22]=[CH:21][N:20]=4)=[CH:17][C:16]([C:32]4[CH:33]=[N:34][C:35]([C:38]([OH:41])([CH3:40])[CH3:39])=[N:36][CH:37]=4)=[CH:15][C:13]=3[N:14]=2)[C:4]1=[O:42])[CH3:2].Cl. (2) The reactants are: [CH2:1]([O:3][C:4](=[O:15])[C:5]1[CH:10]=[CH:9][CH:8]=[C:7]([CH:11]([C:13]#[N:14])[CH3:12])[CH:6]=1)[CH3:2].[H-].[Na+].[CH3:18]I. Given the product [CH2:1]([O:3][C:4](=[O:15])[C:5]1[CH:10]=[CH:9][CH:8]=[C:7]([C:11]([C:13]#[N:14])([CH3:18])[CH3:12])[CH:6]=1)[CH3:2], predict the reactants needed to synthesize it. (3) Given the product [Cl:12][C:13]1[S:17][C:16]([C:18]2[N:19]=[C:20]([O:27][C:28]3[CH:33]=[CH:32][C:31]([CH2:34][C:35]([O:37][CH3:38])=[O:36])=[CH:30][CH:29]=3)[C:21]3[CH2:26][S:25](=[O:6])[CH2:24][C:22]=3[N:23]=2)=[CH:15][CH:14]=1, predict the reactants needed to synthesize it. The reactants are: ClC1C=C(C=CC=1)C(OO)=[O:6].[Cl:12][C:13]1[S:17][C:16]([C:18]2[N:19]=[C:20]([O:27][C:28]3[CH:33]=[CH:32][C:31]([CH2:34][C:35]([O:37][CH3:38])=[O:36])=[CH:30][CH:29]=3)[C:21]3[CH2:26][S:25][CH2:24][C:22]=3[N:23]=2)=[CH:15][CH:14]=1.C(=O)([O-])O.[Na+]. (4) The reactants are: [CH2:1]1[C:9]2[C:4](=[CH:5][C:6]([NH:10][C:11](=[O:13])[CH3:12])=[CH:7][CH:8]=2)[CH2:3][CH2:2]1.C(OC(=O)C)(=[O:16])C.O. Given the product [O:16]=[C:1]1[C:9]2[C:4](=[CH:5][C:6]([NH:10][C:11](=[O:13])[CH3:12])=[CH:7][CH:8]=2)[CH2:3][CH2:2]1, predict the reactants needed to synthesize it. (5) Given the product [OH:24][C:21]1[CH:20]=[C:19]([C:15]2[CH:14]=[C:13]([B:25]([OH:30])[OH:26])[CH:18]=[CH:17][CH:16]=2)[O:23][N:22]=1, predict the reactants needed to synthesize it. The reactants are: C([Li])CCC.CCCCCC.Br[C:13]1[CH:14]=[C:15]([C:19]2[O:23][N:22]=[C:21]([OH:24])[CH:20]=2)[CH:16]=[CH:17][CH:18]=1.[B:25](OC(C)C)([O:30]C(C)C)[O:26]C(C)C.Cl. (6) The reactants are: [Cl:1][C:2]([Cl:11])([Cl:10])[C:3]([C:5]1[NH:6][CH:7]=[CH:8][CH:9]=1)=[O:4].N1C=CC=C1.[N+:17]([O-])([OH:19])=[O:18]. Given the product [Cl:11][C:2]([Cl:1])([Cl:10])[C:3]([C:5]1[NH:6][CH:7]=[C:8]([N+:17]([O-:19])=[O:18])[CH:9]=1)=[O:4], predict the reactants needed to synthesize it.